Dataset: Forward reaction prediction with 1.9M reactions from USPTO patents (1976-2016). Task: Predict the product of the given reaction. (1) Given the reactants [CH:1]1([C@:4]2([OH:12])[CH2:8][CH2:7][NH:6][C@H:5]2[CH:9]([CH3:11])[CH3:10])[CH2:3][CH2:2]1.[F:13][C:14]1[CH:21]=[C:20](F)[CH:19]=[CH:18][C:15]=1[C:16]#[N:17].C(=O)([O-])[O-].[Li+].[Li+], predict the reaction product. The product is: [CH:1]1([C@:4]2([OH:12])[CH2:8][CH2:7][N:6]([C:20]3[CH:19]=[CH:18][C:15]([C:16]#[N:17])=[C:14]([F:13])[CH:21]=3)[C@H:5]2[CH:9]([CH3:10])[CH3:11])[CH2:3][CH2:2]1. (2) Given the reactants [C:1]1([CH:7]2[CH2:12][CH2:11][C:10](=O)[CH2:9][CH2:8]2)[CH:6]=[CH:5][CH:4]=[CH:3][CH:2]=1.[NH:14]1[CH2:17][CH:16]([NH:18][C:19]([CH2:21][NH:22][C:23](=[O:35])[C:24]2[CH:29]=[CH:28][C:27]([F:30])=[C:26]([C:31]([F:34])([F:33])[F:32])[CH:25]=2)=[O:20])[CH2:15]1, predict the reaction product. The product is: [F:30][C:27]1[CH:28]=[CH:29][C:24]([C:23]([NH:22][CH2:21][C:19](=[O:20])[NH:18][CH:16]2[CH2:15][N:14]([CH:10]3[CH2:11][CH2:12][CH:7]([C:1]4[CH:6]=[CH:5][CH:4]=[CH:3][CH:2]=4)[CH2:8][CH2:9]3)[CH2:17]2)=[O:35])=[CH:25][C:26]=1[C:31]([F:34])([F:32])[F:33]. (3) Given the reactants [Br:1][C:2]1[CH:7]=[CH:6][C:5]([S:8](Cl)(=[O:10])=[O:9])=[CH:4][CH:3]=1.C(N(CC)CC)C.[NH2:19][CH2:20][CH2:21][CH2:22][OH:23], predict the reaction product. The product is: [Br:1][C:2]1[CH:7]=[CH:6][C:5]([S:8]([NH:19][CH2:20][CH2:21][CH2:22][OH:23])(=[O:10])=[O:9])=[CH:4][CH:3]=1. (4) Given the reactants [NH2:1][C:2]([CH3:29])([CH3:28])[CH2:3][NH:4][C:5]([C:7]1[N:11]2[CH:12]=[C:13]([CH3:26])[CH:14]=[C:15]([O:16][CH2:17][C:18]3[C:23]([F:24])=[CH:22][CH:21]=[CH:20][C:19]=3[F:25])[C:10]2=[N:9][C:8]=1[CH3:27])=[O:6].ClC(Cl)(Cl)S(O[CH2:36][C:37]([F:40])([F:39])[F:38])(=O)=O.C(=O)([O-])[O-].[K+].[K+].[I-].[K+], predict the reaction product. The product is: [F:24][C:23]1[CH:22]=[CH:21][CH:20]=[C:19]([F:25])[C:18]=1[CH2:17][O:16][C:15]1[C:10]2[N:11]([C:7]([C:5]([NH:4][CH2:3][C:2]([CH3:29])([NH:1][CH2:36][C:37]([F:40])([F:39])[F:38])[CH3:28])=[O:6])=[C:8]([CH3:27])[N:9]=2)[CH:12]=[C:13]([CH3:26])[CH:14]=1. (5) Given the reactants [C:1]([C:3]1([C@H:8]([NH:10][C:11]([C:13]2[C:21]3[C:16](=[N:17][CH:18]=[C:19]([C:22]4[C:30]5[C:25](=[CH:26][C:27]([F:31])=[CH:28][CH:29]=5)[N:24]([CH3:32])[N:23]=4)[N:20]=3)[N:15](COCC[Si](C)(C)C)[CH:14]=2)=[O:12])[CH3:9])[CH2:7][CH2:6][CH2:5][CH2:4]1)#[N:2].C(O)(C(F)(F)F)=O, predict the reaction product. The product is: [C:1]([C:3]1([C@H:8]([NH:10][C:11]([C:13]2[C:21]3[C:16](=[N:17][CH:18]=[C:19]([C:22]4[C:30]5[C:25](=[CH:26][C:27]([F:31])=[CH:28][CH:29]=5)[N:24]([CH3:32])[N:23]=4)[N:20]=3)[NH:15][CH:14]=2)=[O:12])[CH3:9])[CH2:4][CH2:5][CH2:6][CH2:7]1)#[N:2]. (6) Given the reactants [CH3:1][O:2][C:3]1[CH:8]=[C:7]([O:9][CH3:10])[CH:6]=[CH:5][C:4]=1[C:11]1[C:12](=[O:33])[O:13][C:14]2[C:19]([C:20]=1[CH2:21][CH2:22][O:23][CH3:24])=[CH:18][CH:17]=[C:16](OS(C(F)(F)F)(=O)=O)[CH:15]=2.C(OCC)(=O)C.[CH3:40][N:41](C=O)C, predict the reaction product. The product is: [CH3:1][O:2][C:3]1[CH:8]=[C:7]([O:9][CH3:10])[CH:6]=[CH:5][C:4]=1[C:11]1[C:12](=[O:33])[O:13][C:14]2[C:19]([C:20]=1[CH2:21][CH2:22][O:23][CH3:24])=[CH:18][CH:17]=[C:16]([C:40]#[N:41])[CH:15]=2. (7) Given the reactants [C:1]([C:5]1[CH:6]=[C:7]([CH:12]=[CH:13][C:14]=1OS(C(F)(F)F)(=O)=O)[C:8]([O:10][CH3:11])=[O:9])([CH3:4])([CH3:3])[CH3:2].CN(C=O)C.[F:28][C:29]1[CH:34]=[CH:33][C:32]([O:35][CH3:36])=[CH:31][C:30]=1B(O)O.C(=O)([O-])[O-].[K+].[K+], predict the reaction product. The product is: [CH3:4][C:1]([C:5]1[CH:6]=[C:7]([C:8]([O:10][CH3:11])=[O:9])[CH:12]=[CH:13][C:14]=1[C:30]1[CH:31]=[C:32]([O:35][CH3:36])[CH:33]=[CH:34][C:29]=1[F:28])([CH3:2])[CH3:3].